This data is from Forward reaction prediction with 1.9M reactions from USPTO patents (1976-2016). The task is: Predict the product of the given reaction. (1) Given the reactants [SH:1][C:2]1[CH:7]=[CH:6][C:5]([CH2:8][C:9]#[N:10])=[CH:4][CH:3]=1.C(=O)([O-])[O-].[K+].[K+].Br[CH2:18][C:19]#[N:20], predict the reaction product. The product is: [C:19]([CH2:18][S:1][C:2]1[CH:7]=[CH:6][C:5]([CH2:8][C:9]#[N:10])=[CH:4][CH:3]=1)#[N:20]. (2) Given the reactants CC(C[AlH]CC(C)C)C.COC1C=CC(/C=C/C=O)=CC=1.[CH3:22][O:23][C:24]1[CH:33]=[CH:32][CH:31]=[CH:30][C:25]=1/[CH:26]=[CH:27]/[CH:28]=[O:29], predict the reaction product. The product is: [CH3:22][O:23][C:24]1[CH:33]=[CH:32][CH:31]=[CH:30][C:25]=1/[CH:26]=[CH:27]/[CH2:28][OH:29]. (3) The product is: [CH2:1]([O:8][C:9]1[CH:10]=[CH:11][C:12]2[C:13]3[N:21]([CH2:22][C:23]([NH:26][S:27]([CH3:30])(=[O:29])=[O:28])([CH3:25])[CH3:24])[C:20]([CH2:31][O:32][CH2:33][CH3:34])=[N:19][C:14]=3[CH:15]=[N+:16]([O-:42])[C:17]=2[CH:18]=1)[C:2]1[CH:3]=[CH:4][CH:5]=[CH:6][CH:7]=1. Given the reactants [CH2:1]([O:8][C:9]1[CH:10]=[CH:11][C:12]2[C:13]3[N:21]([CH2:22][C:23]([NH:26][S:27]([CH3:30])(=[O:29])=[O:28])([CH3:25])[CH3:24])[C:20]([CH2:31][O:32][CH2:33][CH3:34])=[N:19][C:14]=3[CH:15]=[N:16][C:17]=2[CH:18]=1)[C:2]1[CH:7]=[CH:6][CH:5]=[CH:4][CH:3]=1.C([O:42]C1C=CC2C3N(CCOC4C=CC=CC=4)C(CCCCNC(=O)OC(C)(C)C)=NC=3C=NC=2C=1)C1C=CC=CC=1, predict the reaction product. (4) Given the reactants [C:1]([CH2:3][CH2:4][C:5]1[CH:10]=[CH:9][C:8]([CH2:11][CH2:12][C:13]#[N:14])=[CH:7][N:6]=1)#[N:2], predict the reaction product. The product is: [NH2:2][CH2:1][CH2:3][CH2:4][C:5]1[CH:10]=[CH:9][C:8]([CH2:11][CH2:12][CH2:13][NH2:14])=[CH:7][N:6]=1. (5) Given the reactants [Br:1][C:2]1[CH:3]=[C:4]([N:8]=[C:9]=[S:10])[CH:5]=[CH:6][CH:7]=1.[CH3:11][O:12][CH:13]([O:17][CH3:18])[CH:14]([NH2:16])[CH3:15], predict the reaction product. The product is: [Br:1][C:2]1[CH:3]=[C:4]([NH:8][C:9]([NH:16][CH:14]([CH3:15])[CH:13]([O:17][CH3:18])[O:12][CH3:11])=[S:10])[CH:5]=[CH:6][CH:7]=1. (6) Given the reactants [CH3:1][O:2][C:3]1[CH:4]=[C:5]2[C:9](=[CH:10][CH:11]=1)[N:8]([CH2:12][CH2:13][C:14]#[N:15])[C:7](=O)[C:6]12[O:21][CH2:20][CH2:19][CH2:18][O:17]1.N.C1COCC1, predict the reaction product. The product is: [CH3:1][O:2][C:3]1[CH:11]=[CH:10][C:9]2[N:8]3[CH2:12][CH2:13][CH2:14][N:15]=[C:7]3[C:6]3([O:21][CH2:20][CH2:19][CH2:18][O:17]3)[C:5]=2[CH:4]=1. (7) Given the reactants Br[C:2]1[CH:3]=[C:4]([O:9][C:10]2[C:11]([CH3:17])=[N:12][C:13]([CH3:16])=[CH:14][CH:15]=2)[C:5]([NH2:8])=[N:6][CH:7]=1.C[Li].C([Li])CCC.N1C=CC=C(S[S:32][C:33]2[CH:38]=[CH:37][CH:36]=[CH:35][N:34]=2)C=1.[NH4+].[Cl-], predict the reaction product. The product is: [CH3:17][C:11]1[C:10]([O:9][C:4]2[C:5]([NH2:8])=[N:6][CH:7]=[C:2]([S:32][C:33]3[CH:38]=[CH:37][CH:36]=[CH:35][N:34]=3)[CH:3]=2)=[CH:15][CH:14]=[C:13]([CH3:16])[N:12]=1. (8) The product is: [F:5][C:6]1[CH:7]=[C:8]2[C:13](=[CH:14][CH:15]=1)[NH:12][CH2:11][CH2:10][CH2:9]2. Given the reactants C([BH3-])#N.[Na+].[F:5][C:6]1[CH:7]=[C:8]2[C:13](=[CH:14][CH:15]=1)[N:12]=[CH:11][CH:10]=[CH:9]2, predict the reaction product.